This data is from Full USPTO retrosynthesis dataset with 1.9M reactions from patents (1976-2016). The task is: Predict the reactants needed to synthesize the given product. The reactants are: [NH2:1][C:2]1[CH:7]=[CH:6][CH:5]=[CH:4][N:3]=1.[N+:8]([C:11]1[CH:16]=[CH:15][C:14]([N+:17]#[C-:18])=[CH:13][CH:12]=1)([O-:10])=[O:9].[CH:19]([C:21]1[CH:30]=[CH:29][CH:28]=[CH:27][C:22]=1[C:23]([O:25]C)=O)=O.Cl(O)(=O)(=O)=O.CC(C)([O-])C.[K+]. Given the product [N+:8]([C:11]1[CH:12]=[CH:13][C:14]([N:17]2[C:18]3[N:3]4[CH:4]=[CH:5][CH:6]=[CH:7][C:2]4=[N:1][C:19]=3[C:21]3[C:22](=[CH:27][CH:28]=[CH:29][CH:30]=3)[C:23]2=[O:25])=[CH:15][CH:16]=1)([O-:10])=[O:9], predict the reactants needed to synthesize it.